From a dataset of NCI-60 drug combinations with 297,098 pairs across 59 cell lines. Regression. Given two drug SMILES strings and cell line genomic features, predict the synergy score measuring deviation from expected non-interaction effect. (1) Drug 1: CCC1=CC2CC(C3=C(CN(C2)C1)C4=CC=CC=C4N3)(C5=C(C=C6C(=C5)C78CCN9C7C(C=CC9)(C(C(C8N6C)(C(=O)OC)O)OC(=O)C)CC)OC)C(=O)OC.C(C(C(=O)O)O)(C(=O)O)O. Drug 2: C1=CC=C(C(=C1)C(C2=CC=C(C=C2)Cl)C(Cl)Cl)Cl. Cell line: RXF 393. Synergy scores: CSS=41.6, Synergy_ZIP=4.94, Synergy_Bliss=5.30, Synergy_Loewe=-26.9, Synergy_HSA=4.97. (2) Drug 1: C1C(C(OC1N2C=C(C(=O)NC2=O)F)CO)O. Drug 2: CCCCCOC(=O)NC1=NC(=O)N(C=C1F)C2C(C(C(O2)C)O)O. Cell line: SF-539. Synergy scores: CSS=31.1, Synergy_ZIP=-1.44, Synergy_Bliss=0.756, Synergy_Loewe=-0.00679, Synergy_HSA=2.54. (3) Synergy scores: CSS=-2.39, Synergy_ZIP=1.66, Synergy_Bliss=1.11, Synergy_Loewe=-0.359, Synergy_HSA=-1.43. Drug 2: CN(C(=O)NC(C=O)C(C(C(CO)O)O)O)N=O. Drug 1: C1=CN(C=N1)CC(O)(P(=O)(O)O)P(=O)(O)O. Cell line: A549. (4) Drug 1: CN1C2=C(C=C(C=C2)N(CCCl)CCCl)N=C1CCCC(=O)O.Cl. Synergy scores: CSS=-2.41, Synergy_ZIP=0.661, Synergy_Bliss=-0.165, Synergy_Loewe=-0.227, Synergy_HSA=-2.57. Drug 2: C(CN)CNCCSP(=O)(O)O. Cell line: UACC62.